This data is from Full USPTO retrosynthesis dataset with 1.9M reactions from patents (1976-2016). The task is: Predict the reactants needed to synthesize the given product. (1) Given the product [ClH:1].[OH:2][CH:3]([CH2:18][O:19][C:20]1[CH:21]=[CH:22][CH:23]=[CH:24][CH:25]=1)[CH2:4][NH:5][C:6]([CH3:17])([CH3:16])[CH2:7][C:8]1[CH:13]=[CH:12][CH:11]=[CH:10][CH:9]=1, predict the reactants needed to synthesize it. The reactants are: [ClH:1].[OH:2][CH:3]([CH2:18][O:19][C:20]1[CH:25]=[CH:24][C:23](OC)=[CH:22][CH:21]=1)[CH2:4][NH:5][C:6]([CH3:17])([CH3:16])[CH2:7][C:8]1[CH:13]=[CH:12][C:11](OC)=[CH:10][CH:9]=1.Cl. (2) Given the product [ClH:21].[C:13]([C:12]1[CH:15]=[CH:16][C:9]([NH:8][C:22]([NH:52][C@H:49]2[CH2:48][C@H:47]3[C@:43]([C:37]4[CH:38]=[CH:39][C:40]([O:41][CH3:42])=[C:35]([O:34][CH3:33])[CH:36]=4)([CH2:44][CH2:45][N:46]3[CH3:53])[CH2:51][CH2:50]2)=[O:24])=[CH:10][C:11]=1[C:17]([F:18])([F:19])[F:20])#[N:14], predict the reactants needed to synthesize it. The reactants are: C(N(CC)CC)C.[NH2:8][C:9]1[CH:16]=[CH:15][C:12]([C:13]#[N:14])=[C:11]([C:17]([F:20])([F:19])[F:18])[CH:10]=1.[Cl:21][C:22](Cl)([O:24]C(=O)OC(Cl)(Cl)Cl)Cl.[CH3:33][O:34][C:35]1[CH:36]=[C:37]([C@@:43]23[CH2:51][CH2:50][C@@H:49]([NH2:52])[CH2:48][C@@H:47]2[N:46]([CH3:53])[CH2:45][CH2:44]3)[CH:38]=[CH:39][C:40]=1[O:41][CH3:42].Cl. (3) Given the product [Br:1][C:2]1[N:7]=[C:6]([CH2:8][N:10]2[CH2:15][CH2:14][O:13][CH2:12][CH2:11]2)[CH:5]=[CH:4][CH:3]=1, predict the reactants needed to synthesize it. The reactants are: [Br:1][C:2]1[N:7]=[C:6]([CH:8]=O)[CH:5]=[CH:4][CH:3]=1.[NH:10]1[CH2:15][CH2:14][O:13][CH2:12][CH2:11]1. (4) Given the product [C:4]([O:3][C:1](=[O:2])[NH:8][CH2:9][C:10]#[C:11][C:20]([C:22]1[O:26][C:25]([C:27]2[CH:32]=[CH:31][CH:30]=[CH:29][CH:28]=2)=[N:24][C:23]=1[C:33]1[CH:38]=[CH:37][CH:36]=[CH:35][CH:34]=1)=[O:21])([CH3:5])([CH3:6])[CH3:7], predict the reactants needed to synthesize it. The reactants are: [C:1]([NH:8][CH2:9][C:10]#[CH:11])([O:3][C:4]([CH3:7])([CH3:6])[CH3:5])=[O:2].[Li]CCCC.CON(C)[C:20]([C:22]1[O:26][C:25]([C:27]2[CH:32]=[CH:31][CH:30]=[CH:29][CH:28]=2)=[N:24][C:23]=1[C:33]1[CH:38]=[CH:37][CH:36]=[CH:35][CH:34]=1)=[O:21]. (5) Given the product [C:1]([O:5][C:6](=[O:17])[NH:7][CH2:8][C:9]1[CH:14]=[CH:13][C:12]([CH2:15][NH:28][CH:25]2[CH2:26][C:27]3[N:18]=[CH:19][CH:20]=[CH:21][C:22]=3[CH2:23][CH2:24]2)=[CH:11][CH:10]=1)([CH3:4])([CH3:3])[CH3:2], predict the reactants needed to synthesize it. The reactants are: [C:1]([O:5][C:6](=[O:17])[NH:7][CH2:8][C:9]1[CH:14]=[CH:13][C:12]([CH:15]=O)=[CH:11][CH:10]=1)([CH3:4])([CH3:3])[CH3:2].[N:18]1[C:27]2[CH2:26][CH:25]([NH2:28])[CH2:24][CH2:23][C:22]=2[CH:21]=[CH:20][CH:19]=1.[BH4-].[Na+].